This data is from Reaction yield outcomes from USPTO patents with 853,638 reactions. The task is: Predict the reaction yield, written as a fraction of the theoretical maximum amount of product (1.0 means a 100% yield; for example, 0.34 means a 34% yield). (1) The reactants are Cl[C:2]1[N:7]=[CH:6][N:5]=[C:4]([NH:8][C:9]2[CH:10]=[C:11]([NH:15]C(=O)OC(C)(C)C)[CH:12]=[CH:13][CH:14]=2)[CH:3]=1.[O:23]([C:30]1[CH:36]=[CH:35][C:33]([NH2:34])=[CH:32][CH:31]=1)[C:24]1[CH:29]=[CH:28][CH:27]=[CH:26][CH:25]=1.Cl. The catalyst is C(O)CCC. The product is [NH2:15][C:11]1[CH:10]=[C:9]([NH:8][C:4]2[CH:3]=[C:2]([NH:34][C:33]3[CH:32]=[CH:31][C:30]([O:23][C:24]4[CH:29]=[CH:28][CH:27]=[CH:26][CH:25]=4)=[CH:36][CH:35]=3)[N:7]=[CH:6][N:5]=2)[CH:14]=[CH:13][CH:12]=1. The yield is 0.378. (2) The reactants are C[O:2][C:3](=[O:44])[CH:4]([NH:8][S:9]([C:12]1[CH:17]=[CH:16][C:15]([C:18]2[CH:23]=[CH:22][C:21]([CH2:24][O:25][C:26]3[C:35]4[C:30](=[C:31]([C:36]([F:39])([F:38])[F:37])[CH:32]=[CH:33][CH:34]=4)[N:29]=[C:28]([C:40]([F:43])([F:42])[F:41])[CH:27]=3)=[CH:20][CH:19]=2)=[CH:14][CH:13]=1)(=[O:11])=[O:10])[CH:5]([CH3:7])[CH3:6].CO.[OH-].[Na+]. The catalyst is C1COCC1. The product is [F:43][C:40]([F:41])([F:42])[C:28]1[CH:27]=[C:26]([O:25][CH2:24][C:21]2[CH:22]=[CH:23][C:18]([C:15]3[CH:14]=[CH:13][C:12]([S:9]([NH:8][CH:4]([CH:5]([CH3:7])[CH3:6])[C:3]([OH:44])=[O:2])(=[O:11])=[O:10])=[CH:17][CH:16]=3)=[CH:19][CH:20]=2)[C:35]2[C:30](=[C:31]([C:36]([F:37])([F:38])[F:39])[CH:32]=[CH:33][CH:34]=2)[N:29]=1. The yield is 0.460. (3) The reactants are [OH:1][CH2:2][C:3]1[C:4]([CH3:20])=[C:5]([O:10][CH2:11][C:12]2[CH:19]=[CH:18][C:15]([C:16]#[N:17])=[CH:14][CH:13]=2)[C:6]([CH3:9])=[N:7][CH:8]=1.[C:21]([C:23]1[CH:28]=[CH:27][C:26](O)=[CH:25][CH:24]=1)#[N:22]. No catalyst specified. The product is [CH3:20][C:4]1[C:5]([O:10][CH2:11][C:12]2[CH:19]=[CH:18][C:15]([C:16]#[N:17])=[CH:14][CH:13]=2)=[C:6]([CH3:9])[N:7]=[CH:8][C:3]=1[CH2:2][O:1][C:26]1[CH:27]=[CH:28][C:23]([C:21]#[N:22])=[CH:24][CH:25]=1. The yield is 0.390. (4) The reactants are [OH-].[Na+].Br[C:4]([CH3:10])([CH3:9])[C:5]([NH:7][CH3:8])=[O:6].FC(F)(F)C(O)=O.[CH:18]([N:21]1[C:25]([C:26]2[N:35]=[C:34]3[N:28]([CH2:29][CH2:30][O:31][C:32]4[CH:39]=[C:38]([CH:40]5[CH2:45][CH2:44][NH:43][CH2:42][CH2:41]5)[CH:37]=[CH:36][C:33]=43)[CH:27]=2)=[N:24][CH:23]=[N:22]1)([CH3:20])[CH3:19]. The catalyst is [Br-].C([N+](CCCC)(CCCC)CCCC)CCC.C(Cl)Cl. The product is [CH:18]([N:21]1[C:25]([C:26]2[N:35]=[C:34]3[C:33]4[CH:36]=[CH:37][C:38]([CH:40]5[CH2:45][CH2:44][N:43]([C:4]([CH3:10])([CH3:9])[C:5]([NH:7][CH3:8])=[O:6])[CH2:42][CH2:41]5)=[CH:39][C:32]=4[O:31][CH2:30][CH2:29][N:28]3[CH:27]=2)=[N:24][CH:23]=[N:22]1)([CH3:20])[CH3:19]. The yield is 0.410. (5) The reactants are [CH2:1]([C:5]1[N:6]=[C:7]([CH3:27])[NH:8][C:9](=[O:26])[C:10]=1[CH2:11][C:12]1[CH:17]=[CH:16][C:15]([C:18]2[C:19]([C:24]#[N:25])=[CH:20][CH:21]=[CH:22][CH:23]=2)=[CH:14][CH:13]=1)[CH2:2][CH2:3][CH3:4].[H-].[Na+].CN(C)C=O.Br[CH2:36][C:37]1[CH:42]=[CH:41][C:40]([Cl:43])=[CH:39][CH:38]=1. The catalyst is C(OCC)(=O)C. The product is [CH2:1]([C:5]1[N:6]=[C:7]([CH3:27])[N:8]([CH2:36][C:37]2[CH:42]=[CH:41][C:40]([Cl:43])=[CH:39][CH:38]=2)[C:9](=[O:26])[C:10]=1[CH2:11][C:12]1[CH:17]=[CH:16][C:15]([C:18]2[C:19]([C:24]#[N:25])=[CH:20][CH:21]=[CH:22][CH:23]=2)=[CH:14][CH:13]=1)[CH2:2][CH2:3][CH3:4]. The yield is 0.620. (6) The reactants are [CH2:1]([N:4]([CH2:25][CH2:26][CH3:27])[C:5]([C:7]1[N:8]([CH2:18][C:19]2[CH:24]=[CH:23][CH:22]=[CH:21][CH:20]=2)[C:9]2[C:14]([CH:15]=1)=[CH:13][C:12]([O:16][CH3:17])=[CH:11][CH:10]=2)=[O:6])[CH2:2][CH3:3].[Mg]. The product is [CH2:25]([N:4]([CH2:1][CH2:2][CH3:3])[C:5]([CH:7]1[CH2:15][C:14]2[C:9](=[CH:10][CH:11]=[C:12]([O:16][CH3:17])[CH:13]=2)[N:8]1[CH2:18][C:19]1[CH:24]=[CH:23][CH:22]=[CH:21][CH:20]=1)=[O:6])[CH2:26][CH3:27]. The catalyst is CO.C(OCC)(=O)C. The yield is 0.620. (7) The reactants are [CH:1]1([S:4][C:5]2[CH:18]=[CH:17][C:16]([N+:19]([O-:21])=[O:20])=[CH:15][C:6]=2/[CH:7]=[N:8]/[S@:9]([C:11]([CH3:14])([CH3:13])[CH3:12])=[O:10])[CH2:3][CH2:2]1.[CH:22]([Mg]Br)=[CH2:23]. The catalyst is C1COCC1.COC(C)(C)C. The product is [CH:1]1([S:4][C:5]2[CH:18]=[CH:17][C:16]([N+:19]([O-:21])=[O:20])=[CH:15][C:6]=2[CH:7]([NH:8][S@:9]([C:11]([CH3:14])([CH3:13])[CH3:12])=[O:10])[CH:22]=[CH2:23])[CH2:2][CH2:3]1. The yield is 0.780.